Dataset: Reaction yield outcomes from USPTO patents with 853,638 reactions. Task: Predict the reaction yield, written as a fraction of the theoretical maximum amount of product (1.0 means a 100% yield; for example, 0.34 means a 34% yield). The reactants are [Li]CCCC.C([Mg]Br)C.Br[C:11]1[CH:12]=[C:13]2[C:17](=[CH:18][CH:19]=1)[N:16]([CH3:20])[N:15]=[CH:14]2.CN([CH:24]=[O:25])C. The catalyst is C1(C)C=CC=CC=1.C1COCC1. The product is [CH3:20][N:16]1[C:17]2[C:13](=[CH:12][C:11]([CH:24]=[O:25])=[CH:19][CH:18]=2)[CH:14]=[N:15]1. The yield is 0.760.